Dataset: NCI-60 drug combinations with 297,098 pairs across 59 cell lines. Task: Regression. Given two drug SMILES strings and cell line genomic features, predict the synergy score measuring deviation from expected non-interaction effect. (1) Drug 1: CC(C1=C(C=CC(=C1Cl)F)Cl)OC2=C(N=CC(=C2)C3=CN(N=C3)C4CCNCC4)N. Drug 2: C1=CN(C=N1)CC(O)(P(=O)(O)O)P(=O)(O)O. Cell line: RPMI-8226. Synergy scores: CSS=3.58, Synergy_ZIP=7.97, Synergy_Bliss=14.0, Synergy_Loewe=5.35, Synergy_HSA=7.01. (2) Synergy scores: CSS=24.1, Synergy_ZIP=1.28, Synergy_Bliss=3.08, Synergy_Loewe=-40.7, Synergy_HSA=2.78. Drug 1: CN(CC1=CN=C2C(=N1)C(=NC(=N2)N)N)C3=CC=C(C=C3)C(=O)NC(CCC(=O)O)C(=O)O. Cell line: SK-MEL-5. Drug 2: CC1=CC=C(C=C1)C2=CC(=NN2C3=CC=C(C=C3)S(=O)(=O)N)C(F)(F)F. (3) Drug 1: CS(=O)(=O)C1=CC(=C(C=C1)C(=O)NC2=CC(=C(C=C2)Cl)C3=CC=CC=N3)Cl. Drug 2: CC1=C2C(C(=O)C3(C(CC4C(C3C(C(C2(C)C)(CC1OC(=O)C(C(C5=CC=CC=C5)NC(=O)OC(C)(C)C)O)O)OC(=O)C6=CC=CC=C6)(CO4)OC(=O)C)OC)C)OC. Cell line: HCC-2998. Synergy scores: CSS=68.8, Synergy_ZIP=7.32, Synergy_Bliss=8.16, Synergy_Loewe=-11.1, Synergy_HSA=9.48. (4) Drug 1: CC1=C(C=C(C=C1)C(=O)NC2=CC(=CC(=C2)C(F)(F)F)N3C=C(N=C3)C)NC4=NC=CC(=N4)C5=CN=CC=C5. Drug 2: C(CCl)NC(=O)N(CCCl)N=O. Cell line: UACC62. Synergy scores: CSS=3.29, Synergy_ZIP=-2.72, Synergy_Bliss=1.30, Synergy_Loewe=-3.95, Synergy_HSA=-2.80. (5) Drug 1: CN(C)C1=NC(=NC(=N1)N(C)C)N(C)C. Drug 2: CC1=C(C=C(C=C1)NC(=O)C2=CC=C(C=C2)CN3CCN(CC3)C)NC4=NC=CC(=N4)C5=CN=CC=C5. Cell line: SF-539. Synergy scores: CSS=-3.60, Synergy_ZIP=-2.53, Synergy_Bliss=-7.30, Synergy_Loewe=-17.6, Synergy_HSA=-9.72. (6) Drug 2: C1=CN(C=N1)CC(O)(P(=O)(O)O)P(=O)(O)O. Drug 1: C(CC(=O)O)C(=O)CN.Cl. Synergy scores: CSS=2.50, Synergy_ZIP=-2.70, Synergy_Bliss=-3.11, Synergy_Loewe=-1.20, Synergy_HSA=-1.27. Cell line: T-47D. (7) Drug 1: C1CC(=O)NC(=O)C1N2C(=O)C3=CC=CC=C3C2=O. Drug 2: CC(C)CN1C=NC2=C1C3=CC=CC=C3N=C2N. Cell line: RXF 393. Synergy scores: CSS=-6.66, Synergy_ZIP=5.01, Synergy_Bliss=2.62, Synergy_Loewe=-6.73, Synergy_HSA=-6.47. (8) Drug 1: C1=C(C(=O)NC(=O)N1)N(CCCl)CCCl. Drug 2: CC1=C(C=C(C=C1)C(=O)NC2=CC(=CC(=C2)C(F)(F)F)N3C=C(N=C3)C)NC4=NC=CC(=N4)C5=CN=CC=C5. Cell line: MDA-MB-435. Synergy scores: CSS=-0.190, Synergy_ZIP=0.385, Synergy_Bliss=0.894, Synergy_Loewe=-3.75, Synergy_HSA=-2.60.